From a dataset of NCI-60 drug combinations with 297,098 pairs across 59 cell lines. Regression. Given two drug SMILES strings and cell line genomic features, predict the synergy score measuring deviation from expected non-interaction effect. (1) Drug 1: CC1C(C(=O)NC(C(=O)N2CCCC2C(=O)N(CC(=O)N(C(C(=O)O1)C(C)C)C)C)C(C)C)NC(=O)C3=C4C(=C(C=C3)C)OC5=C(C(=O)C(=C(C5=N4)C(=O)NC6C(OC(=O)C(N(C(=O)CN(C(=O)C7CCCN7C(=O)C(NC6=O)C(C)C)C)C)C(C)C)C)N)C. Drug 2: C1C(C(OC1N2C=NC3=C2NC=NCC3O)CO)O. Cell line: MALME-3M. Synergy scores: CSS=19.2, Synergy_ZIP=1.79, Synergy_Bliss=6.46, Synergy_Loewe=4.48, Synergy_HSA=6.38. (2) Drug 1: C1CC(C1)(C(=O)O)C(=O)O.[NH2-].[NH2-].[Pt+2]. Drug 2: CCC1=C2CN3C(=CC4=C(C3=O)COC(=O)C4(CC)O)C2=NC5=C1C=C(C=C5)O. Cell line: OVCAR-5. Synergy scores: CSS=17.6, Synergy_ZIP=-8.05, Synergy_Bliss=-13.1, Synergy_Loewe=-15.3, Synergy_HSA=-7.08. (3) Drug 1: CC1OCC2C(O1)C(C(C(O2)OC3C4COC(=O)C4C(C5=CC6=C(C=C35)OCO6)C7=CC(=C(C(=C7)OC)O)OC)O)O. Drug 2: CN1C(=O)N2C=NC(=C2N=N1)C(=O)N. Cell line: CAKI-1. Synergy scores: CSS=39.3, Synergy_ZIP=0.175, Synergy_Bliss=-1.50, Synergy_Loewe=-37.2, Synergy_HSA=-2.44. (4) Synergy scores: CSS=14.4, Synergy_ZIP=-5.60, Synergy_Bliss=-1.46, Synergy_Loewe=-31.7, Synergy_HSA=-3.19. Drug 1: C1=CC=C(C(=C1)C(C2=CC=C(C=C2)Cl)C(Cl)Cl)Cl. Cell line: HT29. Drug 2: CCN(CC)CCCC(C)NC1=C2C=C(C=CC2=NC3=C1C=CC(=C3)Cl)OC. (5) Drug 1: CCC1(C2=C(COC1=O)C(=O)N3CC4=CC5=C(C=CC(=C5CN(C)C)O)N=C4C3=C2)O.Cl. Drug 2: C(CCl)NC(=O)N(CCCl)N=O. Cell line: HCT116. Synergy scores: CSS=24.0, Synergy_ZIP=-1.83, Synergy_Bliss=-4.40, Synergy_Loewe=-37.8, Synergy_HSA=-3.99.